From a dataset of Forward reaction prediction with 1.9M reactions from USPTO patents (1976-2016). Predict the product of the given reaction. Given the reactants [F:1][C:2]1[CH:3]=[C:4]([CH:6]=[CH:7][C:8]=1[O:9][C:10]1[CH:15]=[CH:14][N:13]=[C:12]2[CH:16]=[C:17]([C:19]3[N:20]([CH3:24])[CH:21]=[CH:22][N:23]=3)[S:18][C:11]=12)[NH2:5].[C:25]1([C:31]2[S:35][C:34]([C:36](Cl)=[O:37])=[N:33][CH:32]=2)[CH:30]=[CH:29][CH:28]=[CH:27][CH:26]=1.CCN(C(C)C)C(C)C, predict the reaction product. The product is: [F:1][C:2]1[CH:3]=[C:4]([NH:5][C:36]([C:34]2[S:35][C:31]([C:25]3[CH:26]=[CH:27][CH:28]=[CH:29][CH:30]=3)=[CH:32][N:33]=2)=[O:37])[CH:6]=[CH:7][C:8]=1[O:9][C:10]1[CH:15]=[CH:14][N:13]=[C:12]2[CH:16]=[C:17]([C:19]3[N:20]([CH3:24])[CH:21]=[CH:22][N:23]=3)[S:18][C:11]=12.